From a dataset of Reaction yield outcomes from USPTO patents with 853,638 reactions. Predict the reaction yield, written as a fraction of the theoretical maximum amount of product (1.0 means a 100% yield; for example, 0.34 means a 34% yield). (1) The reactants are [C:1]1([CH3:13])[CH:6]=[CH:5][C:4]([S:7]([CH2:10][N+:11]#[C-:12])(=[O:9])=[O:8])=[CH:3][CH:2]=1.[CH2:14](I)[CH2:15][CH2:16][CH3:17].ClCCl.[OH-].[Na+]. The catalyst is [I-].C([N+](CCCC)(CCCC)CCCC)CCC.O. The product is [N+:11]([CH:10]([S:7]([C:4]1[CH:3]=[CH:2][C:1]([CH3:13])=[CH:6][CH:5]=1)(=[O:8])=[O:9])[CH2:14][CH2:15][CH2:16][CH3:17])#[C-:12]. The yield is 0.860. (2) The reactants are [F:1][C:2]1[CH:3]=[C:4]([NH2:32])[CH:5]=[CH:6][C:7]=1[O:8][C:9]1[C:18]2[C:13](=[CH:14][C:15]([O:21][CH2:22][CH:23]3[CH2:31][CH:26]4[CH2:27][N:28]([CH3:30])[CH2:29][CH:25]4[CH2:24]3)=[C:16]([O:19][CH3:20])[CH:17]=2)[N:12]=[CH:11][CH:10]=1.C1(C)C=CC=CC=1.[C:40]1([CH2:46][C:47]([N:49]=[C:50]=[S:51])=[O:48])[CH:45]=[CH:44][CH:43]=[CH:42][CH:41]=1. The catalyst is C(O)C. The product is [F:1][C:2]1[CH:3]=[C:4]([NH:32][C:50]([NH:49][C:47](=[O:48])[CH2:46][C:40]2[CH:41]=[CH:42][CH:43]=[CH:44][CH:45]=2)=[S:51])[CH:5]=[CH:6][C:7]=1[O:8][C:9]1[C:18]2[C:13](=[CH:14][C:15]([O:21][CH2:22][CH:23]3[CH2:24][CH:25]4[CH2:29][N:28]([CH3:30])[CH2:27][CH:26]4[CH2:31]3)=[C:16]([O:19][CH3:20])[CH:17]=2)[N:12]=[CH:11][CH:10]=1. The yield is 0.500. (3) The reactants are Cl.C=C[C@@H]1[C@@H]2C[C@@H]([C@H](O)C3[CH:14]=[CH:15][N:16]=[C:17]4[CH:22]=[CH:21][CH:20]=[CH:19][C:18]=34)N(CC2)C1. The catalyst is C(OC(C)C)(=O)C. The product is [NH:16]1[C:17]2[C:18](=[CH:19][CH:20]=[CH:21][CH:22]=2)[CH:14]=[CH:15]1. The yield is 0.299. (4) The reactants are [NH2:1][CH2:2][CH2:3][OH:4].C1(C)C=CC=CC=1.[CH2:12]([O:16][C:17]1[CH:22]=[CH:21][C:20]([C:23]2[O:24][C:25](=[O:39])[C:26](=[CH:28][C:29]3[CH:34]=[CH:33][C:32]([O:35][CH:36]([CH3:38])[CH3:37])=[CH:31][CH:30]=3)[N:27]=2)=[CH:19][CH:18]=1)[CH:13]([CH3:15])[CH3:14]. The catalyst is O. The product is [OH:4][CH2:3][CH2:2][NH:1][C:25](/[C:26](/[NH:27][C:23](=[O:24])[C:20]1[CH:19]=[CH:18][C:17]([O:16][CH2:12][CH:13]([CH3:15])[CH3:14])=[CH:22][CH:21]=1)=[CH:28]\[C:29]1[CH:30]=[CH:31][C:32]([O:35][CH:36]([CH3:38])[CH3:37])=[CH:33][CH:34]=1)=[O:39]. The yield is 0.210. (5) The reactants are OCC=C(CCC=C(CCC=C(C)C)C)C.N1C=CN=C1.CN(C)C=O.[Si:27]([Cl:44])([C:40]([CH3:43])([CH3:42])[CH3:41])(C1C=CC=CC=1)[C:28]1[CH:33]=[CH:32][CH:31]=[CH:30][CH:29]=1. The catalyst is ClCCl. The product is [C:40]([SiH:27]([C:28]1[CH:33]=[CH:32][CH:31]=[CH:30][CH:29]=1)[Cl:44])([CH3:43])([CH3:41])[CH3:42]. The yield is 0.990. (6) The reactants are [C:1]([O:4][C@H:5]1[CH2:10][CH2:9][C@H:8]2[C@H:11]3[C@H:21]([CH2:22][CH2:23][C@:6]12[CH3:7])[C@:19]1([CH3:20])[C:14](=[CH:15][C:16](=[O:24])[CH2:17][CH2:18]1)[C:13](=[CH2:25])[CH2:12]3)(=[O:3])[CH3:2].C1(Cl)C(=O)C(Cl)=C(Cl)C(=O)C=1Cl.S(=O)(=O)(O)O.FC(F)(F)C(=N[Si](C)(C)C)O[Si](C)(C)C. The catalyst is C1(C)C=CC=CC=1. The product is [C:1]([O:4][C@H:5]1[CH2:10][CH2:9][C@H:8]2[C@H:11]3[C@H:21]([CH2:22][CH2:23][C@:6]12[CH3:7])[C@:19]1([CH3:20])[C:14](=[CH:15][C:16](=[O:24])[CH:17]=[CH:18]1)[C:13](=[CH2:25])[CH2:12]3)(=[O:3])[CH3:2]. The yield is 0.802.